This data is from Reaction yield outcomes from USPTO patents with 853,638 reactions. The task is: Predict the reaction yield, written as a fraction of the theoretical maximum amount of product (1.0 means a 100% yield; for example, 0.34 means a 34% yield). (1) The catalyst is ClCCl. The yield is 0.740. The product is [CH2:1]([O:3][C:4]1[CH:9]=[CH:8][C:7]([S:10]([N:47]2[CH2:46][CH2:45][N:44]([C:42]([C:37]3[N:36]([CH3:35])[O:40][NH+:39]([O-:41])[CH:38]=3)=[O:43])[CH2:49][CH2:48]2)(=[O:12])=[O:11])=[CH:6][C:5]=1[C:14]1[NH:19][C:18](=[O:20])[C:17]2=[C:21]([CH3:27])[N:22]=[C:23]([CH2:24][CH2:25][CH3:26])[N:16]2[N:15]=1)[CH3:2]. The reactants are [CH2:1]([O:3][C:4]1[CH:9]=[CH:8][C:7]([S:10](Cl)(=[O:12])=[O:11])=[CH:6][C:5]=1[C:14]1[NH:19][C:18](=[O:20])[C:17]2=[C:21]([CH3:27])[N:22]=[C:23]([CH2:24][CH2:25][CH3:26])[N:16]2[N:15]=1)[CH3:2].FC(F)(F)C(O)=O.[CH3:35][N:36]1[O:40][NH+:39]([O-:41])[CH:38]=[C:37]1[C:42]([N:44]1[CH2:49][CH2:48][NH:47][CH2:46][CH2:45]1)=[O:43].C(N(CC)CC)C. (2) The reactants are [F:1][C:2]([F:15])([F:14])[CH:3]1[CH2:8][CH2:7][CH:6]([C:9]([O:11][CH2:12][CH3:13])=[O:10])[CH2:5][CH2:4]1.C([N-]C(C)C)(C)C.[Li+].[Br:24][C:25]1[CH:30]=[CH:29][C:28]([CH2:31]Br)=[C:27]([I:33])[CH:26]=1.O. The catalyst is C1COCC1.CCOC(C)=O. The product is [Br:24][C:25]1[CH:30]=[CH:29][C:28]([CH2:31][C:6]2([C:9]([O:11][CH2:12][CH3:13])=[O:10])[CH2:5][CH2:4][CH:3]([C:2]([F:14])([F:15])[F:1])[CH2:8][CH2:7]2)=[C:27]([I:33])[CH:26]=1. The yield is 0.690. (3) The reactants are C(O[C:4]([C:6]1[S:7][C:8]([C:18]2[CH:23]=[CH:22][C:21]([Cl:24])=[CH:20][CH:19]=2)=[C:9]([C:11]2[CH:16]=[CH:15][C:14]([Cl:17])=[CH:13][CH:12]=2)[N:10]=1)=[O:5])C.[NH2:25][N:26]1[CH2:31][CH2:30][CH2:29][CH2:28][CH2:27]1. No catalyst specified. The product is [N:26]1([NH:25][C:4]([C:6]2[S:7][C:8]([C:18]3[CH:23]=[CH:22][C:21]([Cl:24])=[CH:20][CH:19]=3)=[C:9]([C:11]3[CH:16]=[CH:15][C:14]([Cl:17])=[CH:13][CH:12]=3)[N:10]=2)=[O:5])[CH2:31][CH2:30][CH2:29][CH2:28][CH2:27]1. The yield is 0.410.